From a dataset of Reaction yield outcomes from USPTO patents with 853,638 reactions. Predict the reaction yield, written as a fraction of the theoretical maximum amount of product (1.0 means a 100% yield; for example, 0.34 means a 34% yield). The reactants are Cl[C:2]1[N:11]=[C:10]([NH:12][CH2:13][CH:14]([C:21]2[CH:26]=[CH:25][CH:24]=[C:23](Cl)[N:22]=2)[C:15]2[CH:20]=[CH:19][CH:18]=[CH:17][CH:16]=2)[C:9]2[C:4](=[CH:5][CH:6]=[CH:7][CH:8]=2)[N:3]=1.[NH:28]1[C:36]2[C:31](=[CH:32][C:33](B(O)O)=[CH:34][CH:35]=2)[CH:30]=[CH:29]1.C(NC1[C:63]2[C:58](=[CH:59][CH:60]=[CH:61][CH:62]=2)[N:57]=[C:56]([C:64]2SC3C=CC=CC=3C=2)N=1)(C1C=CC=CC=1)C1C=CC=CC=1. The catalyst is C1CCCCC1.CCOC(C)=O. The product is [NH:28]1[C:36]2[C:31](=[CH:32][C:33]([C:23]3[N:22]=[C:21]([CH:14]([C:15]4[CH:20]=[CH:19][CH:18]=[CH:17][CH:16]=4)[CH2:13][NH:12][C:10]4[C:9]5[C:4](=[CH:5][CH:6]=[CH:7][CH:8]=5)[N:3]=[C:2]([C:61]5[CH:62]=[C:63]6[C:58](=[CH:59][CH:60]=5)[NH:57][CH:56]=[CH:64]6)[N:11]=4)[CH:26]=[CH:25][CH:24]=3)=[CH:34][CH:35]=2)[CH:30]=[CH:29]1. The yield is 0.550.